From a dataset of Reaction yield outcomes from USPTO patents with 853,638 reactions. Predict the reaction yield, written as a fraction of the theoretical maximum amount of product (1.0 means a 100% yield; for example, 0.34 means a 34% yield). (1) The reactants are [N:1]1[C:10]2[C@H:9]([NH:11]C(=O)C)[CH2:8][CH2:7][CH2:6][C:5]=2[CH:4]=[CH:3][CH:2]=1.[OH-].[Na+]. The catalyst is Cl.C(Cl)Cl. The product is [NH2:11][C@H:9]1[C:10]2[N:1]=[CH:2][CH:3]=[CH:4][C:5]=2[CH2:6][CH2:7][CH2:8]1. The yield is 0.800. (2) The reactants are Br[C:2]1[CH:3]=[C:4]([NH:10][C:11]2[N:16]=[C:15]([O:17][CH2:18][CH2:19][NH:20][C:21](=[O:27])[O:22][C:23]([CH3:26])([CH3:25])[CH3:24])[CH:14]=[CH:13][CH:12]=2)[C:5](=[O:9])[N:6]([CH3:8])[CH:7]=1.[C:28]([O:31][CH2:32][C:33]1[C:34]([N:42]2[CH2:53][CH2:52][N:51]3[C:44](=[CH:45][C:46]4[CH2:47][C:48]([CH3:55])([CH3:54])[CH2:49][C:50]=43)[C:43]2=[O:56])=[N:35][CH:36]=[CH:37][C:38]=1B(O)O)(=[O:30])[CH3:29].[O-]P([O-])([O-])=O.[K+].[K+].[K+].CC([O-])=O.[Na+]. The catalyst is C1C=CC(P(C2C=CC=CC=2)[C-]2C=CC=C2)=CC=1.C1C=CC(P(C2C=CC=CC=2)[C-]2C=CC=C2)=CC=1.Cl[Pd]Cl.[Fe+2].CC#N.O. The product is [C:28]([O:31][CH2:32][C:33]1[C:34]([N:42]2[CH2:53][CH2:52][N:51]3[C:44](=[CH:45][C:46]4[CH2:47][C:48]([CH3:55])([CH3:54])[CH2:49][C:50]=43)[C:43]2=[O:56])=[N:35][CH:36]=[CH:37][C:38]=1[C:2]1[CH:3]=[C:4]([NH:10][C:11]2[CH:12]=[CH:13][CH:14]=[C:15]([O:17][CH2:18][CH2:19][NH:20][C:21]([O:22][C:23]([CH3:26])([CH3:25])[CH3:24])=[O:27])[N:16]=2)[C:5](=[O:9])[N:6]([CH3:8])[CH:7]=1)(=[O:30])[CH3:29]. The yield is 0.500. (3) The reactants are [C:1]([O:5][C:6]([N:8]1[CH2:13][CH2:12][CH:11]([C:14]([OH:16])=O)[CH2:10][CH2:9]1)=[O:7])([CH3:4])([CH3:3])[CH3:2].[NH2:17][CH2:18][C:19]1[C:27]2[C:22](=[N:23][C:24]([C:41]3[CH:46]=[CH:45][C:44]([F:47])=[CH:43][CH:42]=3)=[C:25]([C:35]3[CH:40]=[CH:39][N:38]=[CH:37][CH:36]=3)[C:26]=2[C:28]2[CH:33]=[CH:32][C:31]([F:34])=[CH:30][CH:29]=2)[NH:21][N:20]=1. No catalyst specified. The product is [F:34][C:31]1[CH:32]=[CH:33][C:28]([C:26]2[C:25]([C:35]3[CH:40]=[CH:39][N:38]=[CH:37][CH:36]=3)=[C:24]([C:41]3[CH:46]=[CH:45][C:44]([F:47])=[CH:43][CH:42]=3)[N:23]=[C:22]3[NH:21][N:20]=[C:19]([CH2:18][NH:17][C:14]([CH:11]4[CH2:10][CH2:9][N:8]([C:6]([O:5][C:1]([CH3:2])([CH3:3])[CH3:4])=[O:7])[CH2:13][CH2:12]4)=[O:16])[C:27]=23)=[CH:29][CH:30]=1. The yield is 0.260. (4) The reactants are [NH:1]1[C:5]2[CH2:6][CH2:7][O:8][CH2:9][C:4]=2[C:3]([C:10]([O:12][CH2:13][CH3:14])=[O:11])=[N:2]1.[Br:15][C:16]1[CH:17]=[C:18](B(O)O)[CH:19]=[CH:20][CH:21]=1. No catalyst specified. The product is [Br:15][C:16]1[CH:21]=[C:20]([N:1]2[C:5]3[CH2:6][CH2:7][O:8][CH2:9][C:4]=3[C:3]([C:10]([O:12][CH2:13][CH3:14])=[O:11])=[N:2]2)[CH:19]=[CH:18][CH:17]=1. The yield is 0.190. (5) The reactants are [Br-:1].[Br-].[Br-].C([N+](CCCC)(CCCC)CCCC)CCC.C([N+](CCCC)(CCCC)CCCC)CCC.C([N+](CCCC)(CCCC)CCCC)CCC.[CH2:55]([C:57]1[CH:62]=[CH:61][CH:60]=[CH:59][C:58]=1[OH:63])[CH3:56]. The catalyst is C(Cl)(Cl)Cl. The product is [Br:1][C:61]1[CH:60]=[CH:59][C:58]([OH:63])=[C:57]([CH2:55][CH3:56])[CH:62]=1. The yield is 0.870. (6) The reactants are [N:1]#[C:2]Br.[Br:4][C:5]1[CH:10]=[CH:9][C:8]([NH:11][C:12]2[C:13]([C:21]([NH:23][NH2:24])=[O:22])=[CH:14][N:15]([CH3:20])[C:16](=[O:19])[C:17]=2[F:18])=[C:7]([F:25])[CH:6]=1.C([O-])(O)=O.[Na+]. The catalyst is O1CCOCC1.O. The product is [NH2:1][C:2]1[O:22][C:21]([C:13]2[C:12]([NH:11][C:8]3[CH:9]=[CH:10][C:5]([Br:4])=[CH:6][C:7]=3[F:25])=[C:17]([F:18])[C:16](=[O:19])[N:15]([CH3:20])[CH:14]=2)=[N:23][N:24]=1. The yield is 0.890. (7) The catalyst is C(Cl)Cl.CO. The reactants are [Br:1][C:2]1[CH:7]=[CH:6][C:5]([C@H:8]([NH:11][C:12](=[O:17])C(F)(F)F)[CH2:9][CH3:10])=[CH:4][CH:3]=1.[OH-].[Na+].C(N(CC)CC)C.C(OC([O:29][C:30]([CH3:33])([CH3:32])[CH3:31])=O)([O:29][C:30]([CH3:33])([CH3:32])[CH3:31])=O. The product is [Br:1][C:2]1[CH:7]=[CH:6][C:5]([C@H:8]([NH:11][C:12](=[O:17])[O:29][C:30]([CH3:33])([CH3:32])[CH3:31])[CH2:9][CH3:10])=[CH:4][CH:3]=1. The yield is 0.700. (8) The reactants are [CH3:1][N:2]([CH3:17])[CH2:3][CH2:4][NH:5][C:6]1[N:11]=[C:10]2[NH:12][CH:13]=[C:14]([C:15]#[N:16])[C:9]2=[CH:8][CH:7]=1.[C:18]([C:22]1[CH:23]=[C:24]2[C:29](=[C:30]([F:32])[CH:31]=1)[C:28](=[O:33])[N:27]([C:34]1[C:42]3[CH2:41][O:40]B(O)[C:38]=3[CH:37]=[CH:36][CH:35]=1)[N:26]=[CH:25]2)([CH3:21])([CH3:20])[CH3:19].N1C=CC=CC=1.[NH4+].[Cl-]. The catalyst is C([O-])(=O)C.[Cu+2].C([O-])(=O)C.ClCCCl. The product is [C:18]([C:22]1[CH:23]=[C:24]2[C:29](=[C:30]([F:32])[CH:31]=1)[C:28](=[O:33])[N:27]([C:34]1[C:42]([CH2:41][OH:40])=[C:38]([N:12]3[C:10]4=[N:11][C:6]([NH:5][CH2:4][CH2:3][N:2]([CH3:17])[CH3:1])=[CH:7][CH:8]=[C:9]4[C:14]([C:15]#[N:16])=[CH:13]3)[CH:37]=[CH:36][CH:35]=1)[N:26]=[CH:25]2)([CH3:21])([CH3:19])[CH3:20]. The yield is 0.0350. (9) The product is [Br:1][C:2]1[C:3]([NH:9][C:10]2[CH:14]=[C:13]([O:15][CH:16]([CH3:18])[CH3:17])[NH:12][N:11]=2)=[N:4][C:5]([NH:29][C@H:27]([C:24]2[N:25]=[CH:26][C:21]([F:20])=[CH:22][N:23]=2)[CH3:28])=[N:6][CH:7]=1. The reactants are [Br:1][C:2]1[C:3]([NH:9][C:10]2[CH:14]=[C:13]([O:15][CH:16]([CH3:18])[CH3:17])[NH:12][N:11]=2)=[N:4][C:5](Cl)=[N:6][CH:7]=1.Cl.[F:20][C:21]1[CH:22]=[N:23][C:24]([C@@H:27]([NH2:29])[CH3:28])=[N:25][CH:26]=1.CCN(C(C)C)C(C)C. The catalyst is CCCCO. The yield is 0.600. (10) The reactants are [Cl:1][C:2]1[CH:7]=[CH:6][CH:5]=[C:4](SC)[N:3]=1.[C:10]1(=O)NC(=O)CC1.Cl[O-].[Na+].[S:20]([O-:23])([O-])=[O:21].[Na+].[Na+]. The catalyst is O.C(OCC)(=O)C.C1(C)C=CC=CC=1. The product is [Cl:1][C:2]1[CH:7]=[CH:6][CH:5]=[C:4]([S:20]([CH3:10])(=[O:23])=[O:21])[N:3]=1. The yield is 0.980.